From a dataset of Retrosynthesis with 50K atom-mapped reactions and 10 reaction types from USPTO. Predict the reactants needed to synthesize the given product. (1) Given the product CON=C1CN(c2c(F)cc3c(=O)c(C(=O)O)cn(C4CC4)c3c2F)CC12CN(C(=O)OC(C)(C)C)C2, predict the reactants needed to synthesize it. The reactants are: CON=C1CNCC12CN(C(=O)OC(C)(C)C)C2.O=C(O)c1cn(C2CC2)c2c(F)c(F)c(F)cc2c1=O. (2) Given the product CN(C)C(=O)Cn1ccc2c(Nc3ncc(C#N)s3)nccc21, predict the reactants needed to synthesize it. The reactants are: CN(C)C(=O)Cn1ccc2c(N)nccc21.N#Cc1cnc(Cl)s1.